Dataset: Peptide-MHC class II binding affinity with 134,281 pairs from IEDB. Task: Regression. Given a peptide amino acid sequence and an MHC pseudo amino acid sequence, predict their binding affinity value. This is MHC class II binding data. The peptide sequence is GELQIVDKIDAAFKP. The MHC is DRB1_1101 with pseudo-sequence DRB1_1101. The binding affinity (normalized) is 0.394.